This data is from Catalyst prediction with 721,799 reactions and 888 catalyst types from USPTO. The task is: Predict which catalyst facilitates the given reaction. Reactant: [C:1]([C:3]1[CH:4]=[C:5]([CH:9]=[CH:10][C:11]=1[N:12]1[CH2:17][CH2:16][CH:15]([F:18])[CH2:14][CH2:13]1)[C:6]([OH:8])=O)#[N:2].C(C#N)(Cl)(Cl)Cl.C1C=CC(P(C2C=CC=CC=2)C2C=CC=CC=2)=CC=1.[F:44][C:45]1[CH:54]=[CH:53][C:48]([C:49]([NH:51]O)=[NH:50])=[CH:47][CH:46]=1.CCN(C(C)C)C(C)C. Product: [F:44][C:45]1[CH:54]=[CH:53][C:48]([C:49]2[N:51]=[C:6]([C:5]3[CH:9]=[CH:10][C:11]([N:12]4[CH2:17][CH2:16][CH:15]([F:18])[CH2:14][CH2:13]4)=[C:3]([CH:4]=3)[C:1]#[N:2])[O:8][N:50]=2)=[CH:47][CH:46]=1. The catalyst class is: 1.